From a dataset of Experimentally validated miRNA-target interactions with 360,000+ pairs, plus equal number of negative samples. Binary Classification. Given a miRNA mature sequence and a target amino acid sequence, predict their likelihood of interaction. (1) The protein sequence of the target gene is MAAAAEGVLATRSDEPARDDAAVETAEEAKEPAEADITELCRDMFSKMATYLTGELTATSEDYKLLENMNKLTSLKYLEMKDIAINISRNLKDLNQKYAGLQPYLDQINVIEEQVAALEQAAYKLDAYSKKLEAKYKKLEKR. The miRNA is mmu-miR-3473b with sequence GGGCUGGAGAGAUGGCUCAG. Result: 0 (no interaction). (2) The miRNA is cel-miR-359 with sequence UCACUGGUCUUUCUCUGACGAA. The protein sequence of the target gene is MDRAALRAAAMGEKKEGGGGGDAAAAEGGAGAAASRALQQCGQLQKLIDISIGSLRGLRTKCAVSNDLTQQEIRTLEAKLVRYICKQRQCKLSVAPGERTPELNSYPRFSDWLYTFNVRPEVVQEIPRDLTLDALLEMNEAKVKETLRRCGASGDECGRLQYALTCLRKVTGLGGEHKEDSSWSSLDARRESGSGPSTDTLSAASLPWPPGSSQLGRAGNSAQGPRSISVSALPASDSPTPSFSEGLSDTCIPLHASGRLTPRALHSFITPPTTPQLRRHTKLKPPRTPPPPSRKVFQLL.... Result: 0 (no interaction). (3) The miRNA is hsa-miR-4436b-5p with sequence GUCCACUUCUGCCUGCCCUGCC. The protein sequence of the target gene is MAAVDIRDNLLGISWVDSSWIPILNSGSVLDYFSERSNPFYDRTCNNEVVKMQRLTLEHLNQMVGIEYILLHAQEPILFIIRKQQRQSPAQVIPLADYYIIAGVIYQAPDLGSVINSRVLTAVHGIQSAFDEAMSYCRYHPSKGYWWHFKDHEEQDKVRPKAKRKEEPSSIFQRQRVDALLLDLRQKFPPKFVQLKPGEKPVPVDQTKKEAEPIPETVKPEEKETTKNVQQTVSAKGPPEKRMRLQ. Result: 0 (no interaction). (4) The miRNA is hsa-miR-3677-5p with sequence CAGUGGCCAGAGCCCUGCAGUG. The protein sequence of the target gene is MGEKNGDAKTFWMELEDDGKVDFIFEQVQNVLQSLKQKIKDGSATNKEYIQAMILVNEATIINSSTSIKGASQKEVNAQSSDPMPVTQKEQENKSNAFPSTSCENSFPEDCTFLTTENKEILSLEDKVVDFREKDSSSNLSYQSHDCSGACLMKMPLNLKGENPLQLPIKCHFQRRHAKTNSHSSALHVSYKTPCGRSLRNVEEVFRYLLETECNFLFTDNFSFNTYVQLARNYPKQKEVVSDVDISNGVESVPISFCNEIDSRKLPQFKYRKTVWPRAYNLTNFSSMFTDSCDCSEGCI.... Result: 0 (no interaction). (5) The miRNA is mmu-miR-30e-5p with sequence UGUAAACAUCCUUGACUGGAAG. The protein sequence of the target gene is MRSSARGRPLQAATAFFLSLFFFLRRFERGFWLWGGDSETKVYVGNLGTGAGKGELERAFSYYGPLRTVWIARNPPGFAFVEFEDPRDAEDAVRGLDGKVICGSRVRVELSTGMPRRSRFDRPPARRPFDPNDRCYECGEKGHYAYDCHRYSRRRRSRSRSRSHSRSRGRRYSRSRSRSRGRRSRSASPRRSRSVSLRRSRSASLRRSRSGSIIGSRYFQSRSRSRSRSRSISRPRSSRSKSRSPSPKRSRSPSGSPHRSASPERMD. Result: 1 (interaction). (6) The miRNA is hsa-miR-3192-5p with sequence UCUGGGAGGUUGUAGCAGUGGAA. Result: 0 (no interaction). The protein sequence of the target gene is MADLSLLQEDLQEDADGFGVDDYSSESDVIIIPSALDFVSQDEMLTPLGRLDKYAASENIFNRQMVARSLLDTLREVCDDERDCIAVLERISRLADDSEPTVRAELMEQVPHIALFCQENRPSIPYAFSKFLLPIVVRYLADQNNQVRKTSQAALLALLEQELIERFDVETKVCPVLIELTAPDSNDDVKTEAVAIMCKMAPMVGKDITERLILPRFCEMCCDCRMFHVRKVCAANFGDICSVVGQQATEEMLLPRFFQLCSDNVWGVRKACAECFMAVSCATCQEIRRTKLSALFINLI.... (7) The miRNA is hsa-miR-423-5p with sequence UGAGGGGCAGAGAGCGAGACUUU. The protein sequence of the target gene is MSSSYYVNALFSKYTAGASLFQNAEPTSCSFAPNSQRSGYGAGAGAFASTVPGLYNVNSPLYQSPFASGYGLGADAYGNLPCASYDQNIPGLCSDLAKGACDKTDEGALHGAAEANFRIYPWMRSSGPDRKRGRQTYTRYQTLELEKEFHFNRYLTRRRRIEIAHALCLTERQIKIWFQNRRMKWKKEHKDEGPTAAAAPEGAVPSAAATAAADKADEEDDDEEEEDEEE. Result: 1 (interaction).